Dataset: Catalyst prediction with 721,799 reactions and 888 catalyst types from USPTO. Task: Predict which catalyst facilitates the given reaction. (1) Reactant: [CH2:1]1[CH:3]2[CH2:4][C:5]3[C:6]([O:11][C:12]4[N:13]=[N:14][C:15]([Cl:19])=[CH:16][C:17]=4Cl)=[CH:7][CH:8]=[CH:9][C:10]=3[CH:2]12.[OH-:20].[Na+]. The catalyst class is: 16. Product: [CH2:1]1[CH:3]2[CH2:4][C:5]3[C:6]([O:11][C:12]4[N:13]=[N:14][C:15]([Cl:19])=[CH:16][C:17]=4[OH:20])=[CH:7][CH:8]=[CH:9][C:10]=3[CH:2]12. (2) Reactant: C1(C)C=CC(S(O)(=O)=O)=CC=1.[CH2:12]([O:19][C:20](=[O:23])[CH2:21][NH2:22])[C:13]1[CH:18]=[CH:17][CH:16]=[CH:15][CH:14]=1.[O:24]1[CH2:29][CH2:28][N:27]([C:30](Cl)=[O:31])[CH2:26][CH2:25]1.C(N(C(C)C)C(C)C)C. Product: [CH2:12]([O:19][C:20](=[O:23])[CH2:21][NH:22][C:30]([N:27]1[CH2:28][CH2:29][O:24][CH2:25][CH2:26]1)=[O:31])[C:13]1[CH:18]=[CH:17][CH:16]=[CH:15][CH:14]=1. The catalyst class is: 2. (3) Reactant: C[Mg]Br.[CH2:4]([C@@:11]12[CH2:24][CH2:23][C@:22]([OH:29])([C:25]([F:28])([F:27])[F:26])[CH2:21][C@H:20]1[CH2:19][C:18](=[O:30])[C:17]1[CH:16]=[C:15]([C:31]([O:33][CH3:34])=[O:32])[CH:14]=[CH:13][C:12]2=1)[C:5]1[CH:10]=[CH:9][CH:8]=[CH:7][CH:6]=1.[CH2:35]1COCC1. Product: [CH2:4]([C@@:11]12[CH2:24][CH2:23][C@:22]([OH:29])([C:25]([F:26])([F:27])[F:28])[CH2:21][C@H:20]1[CH2:19][C:18]([OH:30])([CH3:35])[C:17]1[CH:16]=[C:15]([C:31]([O:33][CH3:34])=[O:32])[CH:14]=[CH:13][C:12]2=1)[C:5]1[CH:6]=[CH:7][CH:8]=[CH:9][CH:10]=1. The catalyst class is: 5. (4) Reactant: [CH3:1][C:2]1[S:3][CH:4]=[C:5]([CH3:7])[N:6]=1.C([Li])CCC.CCCCCC.[CH3:19][C:20](=[C:22]1[C:30]2[C:25](=[CH:26][CH:27]=[CH:28][CH:29]=2)[CH:24]=[CH:23]1)[CH3:21].[Cl-].[NH4+]. Product: [CH2:24]1[C:25]2[C:30](=[CH:29][CH:28]=[CH:27][CH:26]=2)[C:22]([C:20]([CH3:21])([CH3:19])[CH2:1][C:2]2[S:3][CH:4]=[C:5]([CH3:7])[N:6]=2)=[CH:23]1. The catalyst class is: 7. (5) Reactant: [NH2:1][C:2]1[S:3][C:4]2[CH:10]=[C:9]([OH:11])[CH:8]=[CH:7][C:5]=2[N:6]=1.O[CH2:13][CH2:14][N:15]1[CH2:20][CH2:19][O:18][CH2:17][CH2:16]1.C1(P(C2C=CC=CC=2)C2C=CC=CC=2)C=CC=CC=1.N(C(OCC)=O)=NC(OCC)=O. Product: [N:15]1([CH2:14][CH2:13][O:11][C:9]2[CH:8]=[CH:7][C:5]3[N:6]=[C:2]([NH2:1])[S:3][C:4]=3[CH:10]=2)[CH2:20][CH2:19][O:18][CH2:17][CH2:16]1. The catalyst class is: 1. (6) Product: [CH2:22]([O:29][C:30]1[CH:38]=[CH:37][C:33]([C:34]([NH:19][C:7]2[CH:8]=[C:9]([C:11]3[C:12]([O:17][CH3:18])=[N:13][CH:14]=[CH:15][CH:16]=3)[CH:10]=[C:5]([C:1]([CH3:4])([CH3:2])[CH3:3])[C:6]=2[O:20][CH3:21])=[O:35])=[C:32]([F:57])[CH:31]=1)[C:23]1[CH:28]=[CH:27][CH:26]=[CH:25][CH:24]=1. The catalyst class is: 136. Reactant: [C:1]([C:5]1[C:6]([O:20][CH3:21])=[C:7]([NH2:19])[CH:8]=[C:9]([C:11]2[C:12]([O:17][CH3:18])=[N:13][CH:14]=[CH:15][CH:16]=2)[CH:10]=1)([CH3:4])([CH3:3])[CH3:2].[CH2:22]([O:29][C:30]1[CH:38]=[CH:37][C:33]([C:34](O)=[O:35])=[CH:32][C:31]=1F)[C:23]1[CH:28]=[CH:27][CH:26]=[CH:25][CH:24]=1.CN(C(ON1N=NC2C=CC=NC1=2)=[N+](C)C)C.[F:57][P-](F)(F)(F)(F)F.CCN(C(C)C)C(C)C.